The task is: Regression. Given a peptide amino acid sequence and an MHC pseudo amino acid sequence, predict their binding affinity value. This is MHC class I binding data.. This data is from Peptide-MHC class I binding affinity with 185,985 pairs from IEDB/IMGT. (1) The peptide sequence is YMRERFEPM. The MHC is HLA-C15:02 with pseudo-sequence HLA-C15:02. The binding affinity (normalized) is 0.606. (2) The peptide sequence is RARLVALAV. The MHC is HLA-C15:02 with pseudo-sequence HLA-C15:02. The binding affinity (normalized) is 0.669. (3) The peptide sequence is GEIGIRNWL. The MHC is HLA-B40:01 with pseudo-sequence HLA-B40:01. The binding affinity (normalized) is 0.834. (4) The peptide sequence is LFLLLWEQEI. The MHC is H-2-Kd with pseudo-sequence H-2-Kd. The binding affinity (normalized) is 0.149. (5) The peptide sequence is EHINVELSL. The MHC is HLA-B38:01 with pseudo-sequence HLA-B38:01. The binding affinity (normalized) is 0.631. (6) The peptide sequence is AYATAQEAY. The MHC is HLA-A29:02 with pseudo-sequence HLA-A29:02. The binding affinity (normalized) is 0.403.